From a dataset of Peptide-MHC class I binding affinity with 185,985 pairs from IEDB/IMGT. Regression. Given a peptide amino acid sequence and an MHC pseudo amino acid sequence, predict their binding affinity value. This is MHC class I binding data. (1) The MHC is HLA-A11:01 with pseudo-sequence HLA-A11:01. The binding affinity (normalized) is 0.0847. The peptide sequence is VSSKKCTAL. (2) The peptide sequence is ASYRLCLYR. The MHC is HLA-A69:01 with pseudo-sequence HLA-A69:01. The binding affinity (normalized) is 0.0847.